Dataset: Catalyst prediction with 721,799 reactions and 888 catalyst types from USPTO. Task: Predict which catalyst facilitates the given reaction. (1) Reactant: [CH3:1][NH:2][CH2:3][CH2:4][C:5]1[CH:10]=[CH:9][CH:8]=[CH:7][CH:6]=1.[C:11]([O:15][C:16]([NH:18][CH:19]([CH:23]([CH3:25])[CH3:24])[C:20]([OH:22])=O)=[O:17])([CH3:14])([CH3:13])[CH3:12].CN(C(ON1N=NC2C=CC=CC1=2)=[N+](C)C)C.F[P-](F)(F)(F)(F)F.CCN(C(C)C)C(C)C.C(=O)(O)[O-].[Na+]. Product: [C:11]([O:15][C:16](=[O:17])[NH:18][CH:19]([C:20](=[O:22])[N:2]([CH3:1])[CH2:3][CH2:4][C:5]1[CH:10]=[CH:9][CH:8]=[CH:7][CH:6]=1)[CH:23]([CH3:25])[CH3:24])([CH3:12])([CH3:13])[CH3:14]. The catalyst class is: 3. (2) Reactant: [CH3:1][O:2][C:3]1[C:11]2[C:6](=[N:7][CH:8]=[C:9]([NH2:12])[CH:10]=2)[N:5]([CH2:13][C:14]2[CH:19]=[CH:18][C:17]([O:20][CH3:21])=[CH:16][CH:15]=2)[N:4]=1.[F:22][C:23]1[C:31]([NH:32][S:33]([CH2:36][CH2:37][CH3:38])(=[O:35])=[O:34])=[CH:30][CH:29]=[C:28]([F:39])[C:24]=1[C:25](O)=[O:26].CCN=C=NCCCN(C)C.C1C=CC2N(O)N=NC=2C=1. Product: [F:22][C:23]1[C:31]([NH:32][S:33]([CH2:36][CH2:37][CH3:38])(=[O:34])=[O:35])=[CH:30][CH:29]=[C:28]([F:39])[C:24]=1[C:25]([NH:12][C:9]1[CH:10]=[C:11]2[C:3]([O:2][CH3:1])=[N:4][N:5]([CH2:13][C:14]3[CH:19]=[CH:18][C:17]([O:20][CH3:21])=[CH:16][CH:15]=3)[C:6]2=[N:7][CH:8]=1)=[O:26]. The catalyst class is: 3. (3) Reactant: [CH:1]([C:3]1[CH:11]=[CH:10][C:6]([C:7]([OH:9])=O)=[CH:5][CH:4]=1)=[O:2].C(N(C(C)C)CC)(C)C.C1CN([P+](ON2N=NC3C=CC=CC2=3)(N2CCCC2)N2CCCC2)CC1.F[P-](F)(F)(F)(F)F.[Cl:54][C:55]1[C:60]([C:61]2[CH:66]=[CH:65][CH:64]=[C:63]([CH2:67][CH3:68])[CH:62]=2)=[C:59]([C:69]([OH:84])([C@@H:78]2[CH2:83][CH2:82][CH2:81][NH:80][CH2:79]2)[CH2:70][CH2:71][CH2:72][NH:73][C:74](=[O:77])[O:75][CH3:76])[CH:58]=[CH:57][CH:56]=1. Product: [Cl:54][C:55]1[C:60]([C:61]2[CH:66]=[CH:65][CH:64]=[C:63]([CH2:67][CH3:68])[CH:62]=2)=[C:59]([C:69]([C@@H:78]2[CH2:83][CH2:82][CH2:81][N:80]([C:7]([C:6]3[CH:5]=[CH:4][C:3]([CH:1]=[O:2])=[CH:11][CH:10]=3)=[O:9])[CH2:79]2)([OH:84])[CH2:70][CH2:71][CH2:72][NH:73][C:74](=[O:77])[O:75][CH3:76])[CH:58]=[CH:57][CH:56]=1. The catalyst class is: 2. (4) Reactant: [OH:1][CH:2]([C:6]1[CH:11]=[CH:10][C:9]([C:12]2[N:16]=[C:15]([C:17]3[O:21][N:20]=[C:19]([C:22]4[CH:27]=[CH:26][CH:25]=[CH:24][CH:23]=4)[C:18]=3[C:28]([F:31])([F:30])[F:29])[O:14][N:13]=2)=[CH:8][CH:7]=1)[C:3]([OH:5])=O.[S:32]1[CH:36]=[CH:35][C:34]([CH2:37][NH2:38])=[CH:33]1.CN1CCOCC1.CN(C(ON1N=NC2C=CC=NC1=2)=[N+](C)C)C.F[P-](F)(F)(F)(F)F. Product: [OH:1][CH:2]([C:6]1[CH:7]=[CH:8][C:9]([C:12]2[N:16]=[C:15]([C:17]3[O:21][N:20]=[C:19]([C:22]4[CH:27]=[CH:26][CH:25]=[CH:24][CH:23]=4)[C:18]=3[C:28]([F:31])([F:29])[F:30])[O:14][N:13]=2)=[CH:10][CH:11]=1)[C:3]([NH:38][CH2:37][C:34]1[CH:35]=[CH:36][S:32][CH:33]=1)=[O:5]. The catalyst class is: 3. (5) The catalyst class is: 155. Product: [CH2:3]([C:18]1[C:27]([C@@H:28]([N:30]2[C:38](=[O:39])[C:37]3[C:32](=[CH:33][CH:34]=[CH:35][CH:36]=3)[C:31]2=[O:40])[CH3:29])=[CH:26][C:25]2[C:20](=[CH:21][C:22]([F:41])=[CH:23][CH:24]=2)[N:19]=1)[CH:2]=[CH2:1].[F:41][C:22]1[CH:21]=[C:20]2[C:25]([CH:26]=[C:27]([C@@H:28]([N:30]3[C:38](=[O:39])[C:37]4[C:32](=[CH:33][CH:34]=[CH:35][CH:36]=4)[C:31]3=[O:40])[CH3:29])[C:18](/[CH:1]=[CH:2]\[CH3:3])=[N:19]2)=[CH:24][CH:23]=1. Reactant: [CH2:1]([Sn](CCCC)(CCCC)CCCC)[CH:2]=[CH2:3].Cl[C:18]1[C:27]([C@@H:28]([N:30]2[C:38](=[O:39])[C:37]3[C:32](=[CH:33][CH:34]=[CH:35][CH:36]=3)[C:31]2=[O:40])[CH3:29])=[CH:26][C:25]2[C:20](=[CH:21][C:22]([F:41])=[CH:23][CH:24]=2)[N:19]=1. (6) Reactant: C(N(C(C)C)CC)(C)C.[CH3:10][Si:11]([CH2:14][CH2:15][O:16][CH2:17]Cl)([CH3:13])[CH3:12].[CH2:19]([O:26][C:27]1[CH:28]=[C:29]([CH:34]=[C:35]([C:37]2[NH:41][N:40]=[N:39][N:38]=2)[CH:36]=1)[C:30]([O:32][CH3:33])=[O:31])[C:20]1[CH:25]=[CH:24][CH:23]=[CH:22][CH:21]=1.O.C(=O)(O)[O-].[Na+]. Product: [CH2:19]([O:26][C:27]1[CH:28]=[C:29]([CH:34]=[C:35]([C:37]2[N:41]([CH2:17][O:16][CH2:15][CH2:14][Si:11]([CH3:13])([CH3:12])[CH3:10])[N:40]=[N:39][N:38]=2)[CH:36]=1)[C:30]([O:32][CH3:33])=[O:31])[C:20]1[CH:25]=[CH:24][CH:23]=[CH:22][CH:21]=1. The catalyst class is: 22. (7) Reactant: [H-].[Na+].[CH3:3][N:4]1[C:12]2[C:7](=[C:8]([CH2:13][C:14]([CH3:16])=[O:15])[CH:9]=[CH:10][CH:11]=2)[CH:6]=[CH:5]1.[Cl:17][C:18]1[CH:25]=[CH:24][C:21]([CH2:22]Br)=[CH:20][CH:19]=1. Product: [Cl:17][C:18]1[CH:25]=[CH:24][C:21]([CH2:22][CH:13]([C:8]2[CH:9]=[CH:10][CH:11]=[C:12]3[C:7]=2[CH:6]=[CH:5][N:4]3[CH3:3])[C:14](=[O:15])[CH3:16])=[CH:20][CH:19]=1. The catalyst class is: 1.